Dataset: Full USPTO retrosynthesis dataset with 1.9M reactions from patents (1976-2016). Task: Predict the reactants needed to synthesize the given product. (1) The reactants are: Cl.C([O:4][CH2:5][CH2:6][O:7][NH:8][C:9]([C:11]1[C:16]([NH:17][C:18]2[CH:23]=[CH:22][C:21]([Br:24])=[CH:20][C:19]=2[F:25])=[CH:15][C:14](=[O:26])[N:13]([CH3:27])[CH:12]=1)=[O:10])=C.CCO.[OH-].[Na+]. Given the product [OH:4][CH2:5][CH2:6][O:7][NH:8][C:9]([C:11]1[C:16]([NH:17][C:18]2[CH:23]=[CH:22][C:21]([Br:24])=[CH:20][C:19]=2[F:25])=[CH:15][C:14](=[O:26])[N:13]([CH3:27])[CH:12]=1)=[O:10], predict the reactants needed to synthesize it. (2) Given the product [Cl:1][C:2]1[N:7]=[C:6]2[C:8]3[C:13]([S:15][C:5]2=[CH:4][CH:3]=1)=[CH:12][CH:11]=[CH:10][N:9]=3, predict the reactants needed to synthesize it. The reactants are: [Cl:1][C:2]1[N:7]=[C:6]([C:8]2[C:13](F)=[CH:12][CH:11]=[CH:10][N:9]=2)[C:5]([S:15]CCC(OCC)=O)=[CH:4][CH:3]=1.CC([O-])(C)C.[K+]. (3) Given the product [C:6]([NH:10][C:11]([CH2:12][N:13]1[C:22](=[O:23])[C:21]2[C:16](=[CH:17][CH:18]=[C:19]([CH:24]=[CH:25][CH2:26][CH2:27][O:28][S:2]([CH3:1])(=[O:4])=[O:3])[CH:20]=2)[N:15]=[C:14]1[C:29]1[CH:34]=[CH:33][CH:32]=[C:31]([Cl:35])[CH:30]=1)=[O:36])([CH3:9])([CH3:7])[CH3:8], predict the reactants needed to synthesize it. The reactants are: [CH3:1][S:2](Cl)(=[O:4])=[O:3].[C:6]([NH:10][C:11](=[O:36])[CH2:12][N:13]1[C:22](=[O:23])[C:21]2[C:16](=[CH:17][CH:18]=[C:19]([CH:24]=[CH:25][CH2:26][CH2:27][OH:28])[CH:20]=2)[N:15]=[C:14]1[C:29]1[CH:34]=[CH:33][CH:32]=[C:31]([Cl:35])[CH:30]=1)([CH3:9])([CH3:8])[CH3:7].C(N(CC)CC)C. (4) Given the product [CH:8]1[C:16]2[C:15]3[CH:17]=[CH:18][CH:19]=[CH:20][C:14]=3[O:13][C:12]=2[C:11]([C:21]2[CH:22]=[CH:23][C:24]([C:25]3[CH:26]=[CH:27][C:28]([C:31]([N:33]4[CH2:38][CH2:37][NH:36][CH:35]([C:46]([OH:48])=[O:47])[CH2:34]4)=[O:32])=[CH:29][CH:30]=3)=[CH:49][CH:50]=2)=[CH:10][CH:9]=1, predict the reactants needed to synthesize it. The reactants are: FC(F)(F)C(O)=O.[CH:8]1[C:16]2[C:15]3[CH:17]=[CH:18][CH:19]=[CH:20][C:14]=3[O:13][C:12]=2[C:11]([C:21]2[CH:50]=[CH:49][C:24]([C:25]3[CH:30]=[CH:29][C:28]([C:31]([N:33]4[CH2:38][CH2:37][N:36](C(OC(C)(C)C)=O)[CH:35]([C:46]([O-:48])=[O:47])[CH2:34]4)=[O:32])=[CH:27][CH:26]=3)=[CH:23][CH:22]=2)=[CH:10][CH:9]=1. (5) Given the product [Cl:1][C:2]1[C:11]2[C:6](=[CH:7][CH:8]=[C:9]([O:12][CH2:14][C:15]#[N:16])[CH:10]=2)[N:5]=[CH:4][CH:3]=1, predict the reactants needed to synthesize it. The reactants are: [Cl:1][C:2]1[C:11]2[C:6](=[CH:7][CH:8]=[C:9]([OH:12])[CH:10]=2)[N:5]=[CH:4][CH:3]=1.Br[CH2:14][C:15]#[N:16].C(=O)([O-])[O-].[K+].[K+].O. (6) Given the product [F:10][C:11]([F:34])([F:35])[C:12]1[CH:26]=[C:25]2[C:15]([C:16]([OH:33])=[C:17]([C:28]([NH:44][CH2:43][C:42]([O:41][C:37]([CH3:40])([CH3:39])[CH3:38])=[O:45])=[O:29])[C:18](=[O:27])[C:19]32[CH2:24][CH2:23][O:22][CH2:21][CH2:20]3)=[CH:14][CH:13]=1, predict the reactants needed to synthesize it. The reactants are: CCN(C(C)C)C(C)C.[F:10][C:11]([F:35])([F:34])[C:12]1[CH:26]=[C:25]2[C:15]([C:16]([OH:33])=[C:17]([C:28](OCC)=[O:29])[C:18](=[O:27])[C:19]32[CH2:24][CH2:23][O:22][CH2:21][CH2:20]3)=[CH:14][CH:13]=1.Cl.[C:37]([O:41][C:42](=[O:45])[CH2:43][NH2:44])([CH3:40])([CH3:39])[CH3:38]. (7) Given the product [CH:22]1[C:34]2[CH:33]([CH2:35][O:36][C:37]([N:11]3[CH2:12][CH2:13][N:8]([C:6]([O:5][C:1]([CH3:2])([CH3:3])[CH3:4])=[O:7])[CH2:9][CH:10]3[CH2:14][C:15]([OH:17])=[O:16])=[O:38])[C:32]3[C:27](=[CH:28][CH:29]=[CH:30][CH:31]=3)[C:26]=2[CH:25]=[CH:24][CH:23]=1, predict the reactants needed to synthesize it. The reactants are: [C:1]([O:5][C:6]([N:8]1[CH2:13][CH2:12][NH:11][CH:10]([CH2:14][C:15]([O:17]C)=[O:16])[CH2:9]1)=[O:7])([CH3:4])([CH3:3])[CH3:2].[OH-].[Na+].Cl.[CH:22]1[C:34]2[CH:33]([CH2:35][O:36][C:37](Cl)=[O:38])[C:32]3[C:27](=[CH:28][CH:29]=[CH:30][CH:31]=3)[C:26]=2[CH:25]=[CH:24][CH:23]=1.